This data is from Forward reaction prediction with 1.9M reactions from USPTO patents (1976-2016). The task is: Predict the product of the given reaction. (1) Given the reactants [N:1]1[CH:6]=[CH:5][CH:4]=[CH:3][C:2]=1[CH:7]1[CH2:11][CH2:10][CH2:9][N:8]1[C:12]1[N:13]=[C:14]([NH:21][C:22]2[CH:26]=[C:25]([C:27](O)=[O:28])[NH:24][N:23]=2)[C:15]2[O:20][CH:19]=[CH:18][C:16]=2[N:17]=1.CN(C(ON1N=[N:45][C:40]2[CH:41]=[CH:42][CH:43]=NC1=2)=[N+](C)C)C.F[P-](F)(F)(F)(F)F.CCN(C(C)C)C(C)C.C1(N)CCC1, predict the reaction product. The product is: [CH:40]1([NH:45][C:27]([C:25]2[NH:24][N:23]=[C:22]([NH:21][C:14]3[C:15]4[O:20][CH:19]=[CH:18][C:16]=4[N:17]=[C:12]([N:8]4[CH2:9][CH2:10][CH2:11][CH:7]4[C:2]4[CH:3]=[CH:4][CH:5]=[CH:6][N:1]=4)[N:13]=3)[CH:26]=2)=[O:28])[CH2:41][CH2:42][CH2:43]1. (2) Given the reactants [C:1]([O:6][CH2:7][CH3:8])(=[O:5])[C:2]([CH3:4])=O.[C:9]([O:16][CH3:17])(=[O:15])[CH2:10][C:11]([O:13][CH3:14])=[O:12].CCOCC, predict the reaction product. The product is: [CH3:14][O:13][C:11](=[O:12])[C:10]([C:9]([O:16][CH3:17])=[O:15])=[C:2]([C:1]([O:6][CH2:7][CH3:8])=[O:5])[CH3:4]. (3) Given the reactants C(C1C=C2C(C3C=C(C=CC=3)CNC(C3C(=O)N(CC4C=CC(F)=C(F)C=4)C=CC=3)=O)=CNC2=NC=1)#N.CC1(C)C(C)(C)OB([C:46]2[S:50][C:49]([CH2:51][NH:52][C:53]([C:55]3[C:56](=[O:70])[N:57]([CH2:61][C:62]4[CH:67]=[CH:66][C:65]([F:68])=[C:64]([F:69])[CH:63]=4)[CH:58]=[CH:59][CH:60]=3)=[O:54])=[CH:48][CH:47]=2)O1.[B].[N:73]1[CH:78]=[CH:77][N:76]=[C:75]2[NH:79][CH:80]=[CH:81][C:74]=12, predict the reaction product. The product is: [N:73]1[CH:78]=[CH:77][N:76]=[C:75]2[NH:79][CH:80]=[C:81]([C:46]3[S:50][C:49]([CH2:51][NH:52][C:53]([C:55]4[C:56](=[O:70])[N:57]([CH2:61][C:62]5[CH:67]=[CH:66][C:65]([F:68])=[C:64]([F:69])[CH:63]=5)[CH:58]=[CH:59][CH:60]=4)=[O:54])=[CH:48][CH:47]=3)[C:74]=12. (4) Given the reactants C[O:2][C:3](=[O:24])[CH:4]([N:10]1[CH2:14][C:13]([O:15][C:16]2[CH:21]=[CH:20][CH:19]=[CH:18][C:17]=2[Cl:22])=[CH:12][C:11]1=[O:23])[CH2:5][C:6]([F:9])([F:8])[F:7].O1CCCC1.O.[OH-].[Li+], predict the reaction product. The product is: [Cl:22][C:17]1[CH:18]=[CH:19][CH:20]=[CH:21][C:16]=1[O:15][C:13]1[CH2:14][N:10]([CH:4]([CH2:5][C:6]([F:9])([F:8])[F:7])[C:3]([OH:24])=[O:2])[C:11](=[O:23])[CH:12]=1. (5) Given the reactants [C:1]([O:5][C:6]([NH:8][C@H:9]([CH2:15][CH:16]1[CH2:21][CH2:20][CH2:19][CH2:18][CH2:17]1)[CH:10]([OH:14])[C:11]([OH:13])=[O:12])=[O:7])([CH3:4])([CH3:3])[CH3:2].[CH3:22][Si](C=[N+]=[N-])(C)C, predict the reaction product. The product is: [C:1]([O:5][C:6]([NH:8][C@H:9]([CH2:15][CH:16]1[CH2:17][CH2:18][CH2:19][CH2:20][CH2:21]1)[CH:10]([OH:14])[C:11]([O:13][CH3:22])=[O:12])=[O:7])([CH3:4])([CH3:2])[CH3:3]. (6) The product is: [F:1][C:2]1[CH:7]=[CH:6][C:5]([C:8]2[N:16]=[C:15]3[C:11]([N:12]=[CH:13][N:14]3[CH3:17])=[C:10]([NH:18][C:19]3[CH:24]=[CH:23][CH:22]=[CH:21][C:20]=3[F:27])[N:9]=2)=[C:4]([CH3:28])[CH:3]=1. Given the reactants [F:1][C:2]1[CH:7]=[CH:6][C:5]([C:8]2[N:16]=[C:15]3[C:11]([N:12]=[CH:13][N:14]3[CH3:17])=[C:10]([NH:18][C:19]3[C:24](F)=[CH:23][C:22](F)=[CH:21][C:20]=3[F:27])[N:9]=2)=[C:4]([CH3:28])[CH:3]=1.FC1C=CC=CC=1N, predict the reaction product.